Task: Predict the reactants needed to synthesize the given product.. Dataset: Full USPTO retrosynthesis dataset with 1.9M reactions from patents (1976-2016) (1) Given the product [CH2:1]([O:3][C:4](=[O:28])[CH2:5][C:6]1[CH:11]=[CH:10][C:9]([O:12][CH3:13])=[C:8]([O:14][C:15]2[CH:20]=[CH:19][C:18]([N+:21]([O-:23])=[O:22])=[CH:17][C:16]=2[CH2:24][N:25]([C:37]([O:39][CH2:40][C:41]2[CH:46]=[CH:45][CH:44]=[CH:43][CH:42]=2)=[O:38])[CH2:26][CH3:27])[CH:7]=1)[CH3:2], predict the reactants needed to synthesize it. The reactants are: [CH2:1]([O:3][C:4](=[O:28])[CH2:5][C:6]1[CH:11]=[CH:10][C:9]([O:12][CH3:13])=[C:8]([O:14][C:15]2[CH:20]=[CH:19][C:18]([N+:21]([O-:23])=[O:22])=[CH:17][C:16]=2[CH2:24][NH:25][CH2:26][CH3:27])[CH:7]=1)[CH3:2].C(N(CC)CC)C.Cl[C:37]([O:39][CH2:40][C:41]1[CH:46]=[CH:45][CH:44]=[CH:43][CH:42]=1)=[O:38]. (2) Given the product [CH3:40][O:39][C:32]1[C:33]2[C:38](=[CH:37][CH:36]=[CH:35][CH:34]=2)[C:29]([O:28][CH3:27])=[C:30]([CH3:41])[C:31]=1[CH:4]=[O:5], predict the reactants needed to synthesize it. The reactants are: CC1C(=O)C2C=CC=CC=2[C:4](=[O:5])C=1.CC1C=C(O)C2C(=CC=CC=2)C=1O.[CH3:27][O:28][C:29]1[C:38]2[C:33](=[CH:34][CH:35]=[CH:36][CH:37]=2)[C:32]([O:39][CH3:40])=[CH:31][C:30]=1[CH3:41]. (3) Given the product [CH3:23][S:24]([O:4][CH2:3][C@@H:2]([CH3:1])[CH2:5][N:6]1[C:14]2[C:9](=[CH:10][C:11]([CH3:15])=[CH:12][CH:13]=2)[CH:8]=[N:7]1)(=[O:26])=[O:25], predict the reactants needed to synthesize it. The reactants are: [CH3:1][C@@H:2]([CH2:5][N:6]1[C:14]2[C:9](=[CH:10][C:11]([CH3:15])=[CH:12][CH:13]=2)[CH:8]=[N:7]1)[CH2:3][OH:4].CCN(CC)CC.[CH3:23][S:24](Cl)(=[O:26])=[O:25].C([O-])(O)=O.[Na+]. (4) Given the product [CH3:20][C@:9]12[C@@:16]3([CH2:17][O:19]3)[CH2:22][CH2:18][C@@H:8]1[CH2:7][C@H:6]1[C@@H:11]([CH2:12][CH2:13][C@@H:14]3[C@@H:5]1[CH2:4][CH2:3][C@@H:2]([OH:1])[CH2:15]3)[CH2:10]2, predict the reactants needed to synthesize it. The reactants are: [OH:1][C@H:2]1[CH2:15][C@H:14]2[C@@H:5]([C@@H:6]3[C@@H:11]([CH2:12][CH2:13]2)[CH2:10][C@@:9]2([CH3:20])[CH2:16][C:17](=[O:19])[CH2:18][C@@H:8]2[CH2:7]3)[CH2:4][CH2:3]1.[I-].[CH3:22][S+](C)C.CC(C)([O-])C.[K+].O. (5) Given the product [CH3:9][O:7][C:6]1[CH:5]=[CH:4][CH:3]=[CH:2][C:1]=1[CH3:8], predict the reactants needed to synthesize it. The reactants are: [C:1]1([CH3:8])[C:6]([OH:7])=[CH:5][CH:4]=[CH:3][CH:2]=1.[C:9](=O)([O-])[O-].[K+].[K+].CN(C=O)C.IC. (6) Given the product [CH2:13]([O:23][C:24](=[O:27])[CH:25]=[CH2:26])[CH2:14][CH2:15][CH2:16][CH2:17][CH2:18][CH2:19][CH2:20][CH2:21][CH3:22].[C:28]([NH2:32])(=[O:31])[CH:29]=[CH2:30], predict the reactants needed to synthesize it. The reactants are: [Cl-].C[N+](C)(C)CCOC(=O)C=C.[CH2:13]([O:23][C:24](=[O:27])[CH:25]=[CH2:26])[CH2:14][CH2:15][CH2:16][CH2:17][CH2:18][CH2:19][CH2:20][CH2:21][CH3:22].[C:28]([NH2:32])(=[O:31])[CH:29]=[CH2:30]. (7) The reactants are: [Cl:1][C:2]1[CH:3]=[C:4]([CH:19]=[CH:20][C:21]=1[C:22]([OH:24])=O)[C:5]([NH:7][CH2:8][C:9]1[NH:13][C:12]2[CH:14]=[CH:15][C:16]([Cl:18])=[CH:17][C:11]=2[N:10]=1)=[O:6].[CH3:25][CH:26]1[S:31][CH2:30][CH2:29][NH:28][CH2:27]1.CN(C(ON1N=NC2C=CC=CC1=2)=[N+](C)C)C.[B-](F)(F)(F)F.C(N(CC)CC)C. Given the product [Cl:1][C:2]1[CH:3]=[C:4]([CH:19]=[CH:20][C:21]=1[C:22]([N:28]1[CH2:29][CH2:30][S:31][CH:26]([CH3:25])[CH2:27]1)=[O:24])[C:5]([NH:7][CH2:8][C:9]1[NH:13][C:12]2[CH:14]=[CH:15][C:16]([Cl:18])=[CH:17][C:11]=2[N:10]=1)=[O:6], predict the reactants needed to synthesize it.